Dataset: Forward reaction prediction with 1.9M reactions from USPTO patents (1976-2016). Task: Predict the product of the given reaction. (1) Given the reactants [N+:1]([C:4]1[CH:5]=[C:6]([CH2:14][OH:15])[CH:7]=[C:8]([C:10]([F:13])([F:12])[F:11])[CH:9]=1)([O-:3])=[O:2].C(N(CC)CC)C.[CH3:23][S:24](Cl)(=[O:26])=[O:25], predict the reaction product. The product is: [CH3:23][S:24]([O:15][CH2:14][C:6]1[CH:7]=[C:8]([C:10]([F:11])([F:12])[F:13])[CH:9]=[C:4]([N+:1]([O-:3])=[O:2])[CH:5]=1)(=[O:26])=[O:25]. (2) Given the reactants [CH3:1][S:2]([C:5]1[CH:10]=[C:9]([C:11]2[CH:16]=[CH:15][N:14]=[CH:13][CH:12]=2)[CH:8]=[CH:7][C:6]=1[NH2:17])(=[O:4])=[O:3].[C:18]([OH:21])(=[O:20])[CH3:19], predict the reaction product. The product is: [C:18]([OH:21])(=[O:20])[CH3:19].[CH3:1][S:2]([C:5]1[CH:10]=[C:9]([CH:11]2[CH2:12][CH2:13][NH:14][CH2:15][CH2:16]2)[CH:8]=[CH:7][C:6]=1[NH2:17])(=[O:4])=[O:3].